Task: Predict the product of the given reaction.. Dataset: Forward reaction prediction with 1.9M reactions from USPTO patents (1976-2016) (1) Given the reactants [CH3:1][C:2]1[C:6]([C:7]([OH:9])=O)=[CH:5][O:4][N:3]=1.S(Cl)(Cl)=O.[NH2:14][C:15]1[CH:16]=[C:17]([CH:30]=[CH:31][CH:32]=1)[C:18]([C:20]1[CH:28]=[C:27]2[C:23]([CH2:24][C:25](=[O:29])[NH:26]2)=[CH:22][CH:21]=1)=[O:19], predict the reaction product. The product is: [O:29]=[C:25]1[CH2:24][C:23]2[C:27](=[CH:28][C:20]([C:18]([C:17]3[CH:16]=[C:15]([NH:14][C:7]([C:6]4[C:2]([CH3:1])=[N:3][O:4][CH:5]=4)=[O:9])[CH:32]=[CH:31][CH:30]=3)=[O:19])=[CH:21][CH:22]=2)[NH:26]1. (2) Given the reactants [NH2:1][C:2]1[C:7]([NH2:8])=[CH:6][C:5]([C:9]2[C:10]([CH3:15])=[N:11][O:12][C:13]=2[CH3:14])=[CH:4][C:3]=1[C:16]([C:24]1[CH:29]=[CH:28][CH:27]=[CH:26][N:25]=1)([C:18]1[CH:23]=[CH:22][CH:21]=[CH:20][N:19]=1)[OH:17].Cl.[C:31](=N)(OCC)[CH3:32], predict the reaction product. The product is: [CH3:15][C:10]1[C:9]([C:5]2[CH:4]=[C:3]([C:16]([C:18]3[CH:23]=[CH:22][CH:21]=[CH:20][N:19]=3)([C:24]3[CH:29]=[CH:28][CH:27]=[CH:26][N:25]=3)[OH:17])[C:2]3[N:1]=[C:31]([CH3:32])[NH:8][C:7]=3[CH:6]=2)=[C:13]([CH3:14])[O:12][N:11]=1. (3) Given the reactants [OH-].[K+].[CH3:3][C:4]([CH3:26])=[CH:5][CH2:6][O:7][C:8]1[CH:9]=[CH:10][C:11]2[C:12](=[O:25])[C:13]3[C:18]([O:19][C:20]=2[C:21]=1[C:22](=[O:24])[CH3:23])=[CH:17][CH:16]=[CH:15][CH:14]=3.[CH3:27][O:28][C:29]1[CH:30]=[C:31]([CH:34]=[CH:35][CH:36]=1)[CH:32]=O, predict the reaction product. The product is: [CH3:3][C:4]([CH3:26])=[CH:5][CH2:6][O:7][C:8]1[CH:9]=[CH:10][C:11]2[C:12](=[O:25])[C:13]3[C:18]([O:19][C:20]=2[C:21]=1[C:22](=[O:24])[CH:23]=[CH:32][C:31]1[CH:34]=[CH:35][CH:36]=[C:29]([O:28][CH3:27])[CH:30]=1)=[CH:17][CH:16]=[CH:15][CH:14]=3. (4) Given the reactants O=[C:2]1[CH2:6][CH2:5][CH2:4][CH:3]1[C:7]([O:9]C)=O.[NH2:11][C:12]([NH2:14])=[S:13].[OH-].[K+], predict the reaction product. The product is: [SH:13][C:12]1[N:11]=[C:7]([OH:9])[C:3]2[CH2:4][CH2:5][CH2:6][C:2]=2[N:14]=1. (5) The product is: [CH3:1][O:2][C:3]1[CH:4]=[C:5]2[C:10](=[CH:11][CH:12]=1)[N:9]=[C:8]([N:13]1[CH2:19][CH:18]3[CH:20]([N:21]([CH3:22])[CH2:29][C:26]4[CH:27]=[CH:28][S:24][CH:25]=4)[CH:15]([CH2:16][CH2:17]3)[CH2:14]1)[CH:7]=[C:6]2[CH3:23]. Given the reactants [CH3:1][O:2][C:3]1[CH:4]=[C:5]2[C:10](=[CH:11][CH:12]=1)[N:9]=[C:8]([N:13]1[CH2:19][CH:18]3[CH:20]([NH:21][CH3:22])[CH:15]([CH2:16][CH2:17]3)[CH2:14]1)[CH:7]=[C:6]2[CH3:23].[S:24]1[CH:28]=[CH:27][C:26]([CH:29]=O)=[CH:25]1, predict the reaction product. (6) Given the reactants [CH2:1]([O:4][C:5]1[CH:45]=[CH:44][CH:43]=[CH:42][C:6]=1[CH2:7][NH:8][C:9]([C:11]1[N:12]=[C:13]2[CH:18]=[C:17]([CH3:19])[C:16]([C@H:20]([O:25][C:26]([CH3:29])([CH3:28])[CH3:27])[C:21]([O:23]C)=[O:22])=[C:15]([N:30]3[CH2:35][CH2:34][C:33]([CH2:37][CH2:38]C=C)([CH3:36])[CH2:32][CH2:31]3)[N:14]2[CH:41]=1)=[O:10])[CH:2]=[CH2:3].CC1C=CC(S(O)(=O)=O)=CC=1.[BH4-].[Na+].C([O-])(O)=O.[Na+].O[Li].O, predict the reaction product. The product is: [C:26]([O:25][C@@H:20]([C:16]1[C:17]([CH3:19])=[CH:18][C:13]2=[N:12][C:11]3=[CH:41][N:14]2[C:15]=1[N:30]1[CH2:35][CH2:34][C:33]([CH3:36])([CH2:37][CH2:38][CH2:3][CH2:2][CH2:1][O:4][C:5]2[CH:45]=[CH:44][CH:43]=[CH:42][C:6]=2[CH2:7][NH:8][C:9]3=[O:10])[CH2:32][CH2:31]1)[C:21]([OH:23])=[O:22])([CH3:29])([CH3:27])[CH3:28]. (7) Given the reactants [NH2:1][C:2]1[CH:3]=[C:4]([C:9]2[CH:15]=[CH:14][C:12]([NH2:13])=[C:11]([NH2:16])[CH:10]=2)[CH:5]=[CH:6][C:7]=1[NH2:8].[N:17]1([C:23]2[CH:30]=[CH:29][C:26]([CH:27]=O)=[CH:25][CH:24]=2)[CH2:22][CH2:21][O:20][CH2:19][CH2:18]1, predict the reaction product. The product is: [NH:8]1[C:7]2[CH:6]=[CH:5][C:4]([C:9]3[CH:15]=[CH:14][C:12]4[N:13]=[C:27]([C:26]5[CH:29]=[CH:30][C:23]([N:17]6[CH2:22][CH2:21][O:20][CH2:19][CH2:18]6)=[CH:24][CH:25]=5)[NH:16][C:11]=4[CH:10]=3)=[CH:3][C:2]=2[N:1]=[C:27]1[C:26]1[CH:25]=[CH:24][C:23]([N:17]2[CH2:22][CH2:21][O:20][CH2:19][CH2:18]2)=[CH:30][CH:29]=1. (8) Given the reactants C[O:2][C:3](=O)[CH:4]([NH:22][C:23]([O:25][C:26]([CH3:29])([CH3:28])[CH3:27])=[O:24])[CH2:5][C:6]1[CH:11]=[CH:10][C:9]([O:12][CH2:13][C:14]2[CH:19]=[CH:18][CH:17]=[CH:16][CH:15]=2)=[CH:8][C:7]=1[CH2:20]O.CS(Cl)(=O)=O.[CH2:36]([N:38](CC)CC)C, predict the reaction product. The product is: [C:26]([O:25][C:23](=[O:24])[NH:22][CH:4]1[C:3](=[O:2])[N:38]([CH3:36])[CH2:20][C:7]2[CH:8]=[C:9]([O:12][CH2:13][C:14]3[CH:19]=[CH:18][CH:17]=[CH:16][CH:15]=3)[CH:10]=[CH:11][C:6]=2[CH2:5]1)([CH3:29])([CH3:28])[CH3:27].